This data is from Reaction yield outcomes from USPTO patents with 853,638 reactions. The task is: Predict the reaction yield, written as a fraction of the theoretical maximum amount of product (1.0 means a 100% yield; for example, 0.34 means a 34% yield). (1) The reactants are [CH2:1]([NH:3][C:4]([NH:6][C:7]1[N:15]=[CH:14][N:13]=[C:12]2[C:8]=1[N:9]=[CH:10][N:11]2[CH:16]1[CH:23]2[CH:19]([O:20][CH:21](/[CH:24]=[CH:25]/[C:26]3[CH:31]=[CH:30][CH:29]=[CH:28][CH:27]=3)[O:22]2)[CH:18]([CH2:32][OH:33])[O:17]1)=[O:5])[CH3:2].C(O)(=[O:36])C.C(O)(=O)C.IC1C=CC=CC=1.CC1(C)N([O])C(C)(C)CCC1. The catalyst is C(#N)C.O. The product is [CH2:1]([NH:3][C:4]([NH:6][C:7]1[N:15]=[CH:14][N:13]=[C:12]2[C:8]=1[N:9]=[CH:10][N:11]2[CH:16]1[CH:23]2[CH:19]([O:20][CH:21](/[CH:24]=[CH:25]/[C:26]3[CH:31]=[CH:30][CH:29]=[CH:28][CH:27]=3)[O:22]2)[CH:18]([C:32]([OH:36])=[O:33])[O:17]1)=[O:5])[CH3:2]. The yield is 0.830. (2) The catalyst is C(O)C.O.[Pd]. The product is [ClH:25].[CH3:1][O:2][C:3]1[CH:4]=[C:5]2[C:9](=[CH:10][C:11]=1[O:12][CH3:13])[N:8]([C:14]1[CH:19]=[CH:18][C:17]([NH2:20])=[CH:16][CH:15]=1)[CH2:7][CH2:6]2. The reactants are [CH3:1][O:2][C:3]1[CH:4]=[C:5]2[C:9](=[CH:10][C:11]=1[O:12][CH3:13])[N:8]([C:14]1[CH:19]=[CH:18][C:17]([N+:20]([O-])=O)=[CH:16][CH:15]=1)[CH2:7][CH2:6]2.[H][H].[ClH:25]. The yield is 0.849. (3) The reactants are C(OC([N:8]1[C:12]2[CH:13]=[CH:14][CH:15]=[CH:16][C:11]=2[N:10]=[C:9]1[C:17]1[CH:22]=[C:21]([N:23]2[CH2:32][CH2:31][C:26]3(OCC[O:27]3)[CH2:25][CH2:24]2)[CH:20]=[CH:19][C:18]=1[Cl:33])=O)(C)(C)C.Cl. The catalyst is C1COCC1. The product is [NH:8]1[C:12]2[CH:13]=[CH:14][CH:15]=[CH:16][C:11]=2[N:10]=[C:9]1[C:17]1[CH:22]=[C:21]([N:23]2[CH2:32][CH2:31][C:26](=[O:27])[CH2:25][CH2:24]2)[CH:20]=[CH:19][C:18]=1[Cl:33]. The yield is 0.750. (4) The reactants are [H-].[Na+].[CH3:3][C:4]1([CH3:11])[O:8][C@H:7]([CH2:9][OH:10])[CH2:6][O:5]1.Cl[C:13]1[N:18]=[C:17]([NH2:19])[CH:16]=[CH:15][N:14]=1.O. The catalyst is O1CCCC1. The product is [CH3:3][C:4]1([CH3:11])[O:8][C@H:7]([CH2:9][O:10][C:13]2[N:18]=[C:17]([NH2:19])[CH:16]=[CH:15][N:14]=2)[CH2:6][O:5]1. The yield is 0.460.